From a dataset of Peptide-MHC class I binding affinity with 185,985 pairs from IEDB/IMGT. Regression. Given a peptide amino acid sequence and an MHC pseudo amino acid sequence, predict their binding affinity value. This is MHC class I binding data. (1) The peptide sequence is RTDGKVFQF. The binding affinity (normalized) is 0.324. The MHC is HLA-B46:01 with pseudo-sequence HLA-B46:01. (2) The peptide sequence is IRHVYHNLK. The MHC is HLA-B48:01 with pseudo-sequence HLA-B48:01. The binding affinity (normalized) is 0.0847.